Task: Predict which catalyst facilitates the given reaction.. Dataset: Catalyst prediction with 721,799 reactions and 888 catalyst types from USPTO (1) Reactant: [NH2:1][CH:2]([C:8]1[CH:13]=[CH:12][CH:11]=[C:10]([OH:14])[CH:9]=1)[CH2:3][C:4]([O:6][CH3:7])=[O:5].C(N(CC)CC)C.[C:22]([O:26][C:27](O[C:27]([O:26][C:22]([CH3:25])([CH3:24])[CH3:23])=[O:28])=[O:28])([CH3:25])([CH3:24])[CH3:23].[Cl-].[NH4+]. Product: [C:22]([O:26][C:27]([NH:1][CH:2]([C:8]1[CH:13]=[CH:12][CH:11]=[C:10]([OH:14])[CH:9]=1)[CH2:3][C:4]([O:6][CH3:7])=[O:5])=[O:28])([CH3:25])([CH3:24])[CH3:23]. The catalyst class is: 1. (2) Reactant: [CH2:1]([S:8][C:9]1[N:14]=[C:13]([C:15]([NH:17][CH2:18][CH:19]2[CH2:24][CH2:23][O:22][CH2:21][CH2:20]2)=[O:16])[C:12]([NH:25][C:26]([C:28]2[C:37]3[C:32](=[CH:33][CH:34]=[CH:35][CH:36]=3)[C:31]([CH2:38][O:39][CH3:40])=[CH:30][CH:29]=2)=[O:27])=[CH:11][CH:10]=1)[C:2]1[CH:7]=[CH:6][CH:5]=[CH:4][CH:3]=1.ClC1C=CC=C(C(OO)=[O:49])C=1.[OH2:52]. Product: [CH2:1]([S:8]([C:9]1[N:14]=[C:13]([C:15]([NH:17][CH2:18][CH:19]2[CH2:24][CH2:23][O:22][CH2:21][CH2:20]2)=[O:16])[C:12]([NH:25][C:26]([C:28]2[C:37]3[C:32](=[CH:33][CH:34]=[CH:35][CH:36]=3)[C:31]([CH2:38][O:39][CH3:40])=[CH:30][CH:29]=2)=[O:27])=[CH:11][CH:10]=1)=[O:49])[C:2]1[CH:3]=[CH:4][CH:5]=[CH:6][CH:7]=1.[CH2:1]([S:8]([C:9]1[N:14]=[C:13]([C:15]([NH:17][CH2:18][CH:19]2[CH2:24][CH2:23][O:22][CH2:21][CH2:20]2)=[O:16])[C:12]([NH:25][C:26]([C:28]2[C:37]3[C:32](=[CH:33][CH:34]=[CH:35][CH:36]=3)[C:31]([CH2:38][O:39][CH3:40])=[CH:30][CH:29]=2)=[O:27])=[CH:11][CH:10]=1)(=[O:49])=[O:52])[C:2]1[CH:3]=[CH:4][CH:5]=[CH:6][CH:7]=1. The catalyst class is: 366. (3) Reactant: [CH:1]1([C@@:4]2([CH3:42])[CH2:8][O:7][C:6](=[O:9])[N:5]2[C:10]2[CH:15]=[CH:14][N:13]=[C:12]([NH:16][C@H:17]([C:19]3[CH:40]=[CH:39][C:22]([CH2:23][N:24]4[CH2:29][CH2:28][CH:27]([N:30](C)[C:31](=O)OC(C)(C)C)[CH2:26][CH2:25]4)=[C:21]([F:41])[CH:20]=3)[CH3:18])[N:11]=2)[CH2:3][CH2:2]1.C(O)(C(F)(F)F)=O.CC[NH+](CC)CC.CC[NH+](CC)CC.C([O-])([O-])=O. Product: [CH:1]1([C@@:4]2([CH3:42])[CH2:8][O:7][C:6](=[O:9])[N:5]2[C:10]2[CH:15]=[CH:14][N:13]=[C:12]([NH:16][C@H:17]([C:19]3[CH:40]=[CH:39][C:22]([CH2:23][N:24]4[CH2:29][CH2:28][CH:27]([NH:30][CH3:31])[CH2:26][CH2:25]4)=[C:21]([F:41])[CH:20]=3)[CH3:18])[N:11]=2)[CH2:3][CH2:2]1. The catalyst class is: 2. (4) Reactant: [C:1]([O:5][C:6]([N:8]1[C@@H:12]([CH2:13][CH:14]([OH:18])[CH2:15][CH:16]=[CH2:17])[CH2:11][O:10][C:9]1([CH3:20])[CH3:19])=[O:7])([CH3:4])([CH3:3])[CH3:2].[H-].[Na+].[CH2:23](Br)[CH:24]=[CH2:25]. Product: [C:1]([O:5][C:6]([N:8]1[C@@H:12]([CH2:13][CH:14]([O:18][CH2:25][CH:24]=[CH2:23])[CH2:15][CH:16]=[CH2:17])[CH2:11][O:10][C:9]1([CH3:20])[CH3:19])=[O:7])([CH3:4])([CH3:3])[CH3:2]. The catalyst class is: 7.